Dataset: Full USPTO retrosynthesis dataset with 1.9M reactions from patents (1976-2016). Task: Predict the reactants needed to synthesize the given product. Given the product [CH3:7][O:8]/[N:9]=[C:20](/[C:18]1[CH:17]=[CH:16][CH:15]=[C:14]([C:13]#[C:12][CH2:11][OH:10])[N:19]=1)\[CH3:21], predict the reactants needed to synthesize it. The reactants are: C([O-])(=O)C.[Na+].Cl.[CH3:7][O:8][NH2:9].[OH:10][CH2:11][C:12]#[C:13][C:14]1[N:19]=[C:18]([C:20](=O)[CH3:21])[CH:17]=[CH:16][CH:15]=1.